This data is from NCI-60 drug combinations with 297,098 pairs across 59 cell lines. The task is: Regression. Given two drug SMILES strings and cell line genomic features, predict the synergy score measuring deviation from expected non-interaction effect. (1) Drug 1: CCCCC(=O)OCC(=O)C1(CC(C2=C(C1)C(=C3C(=C2O)C(=O)C4=C(C3=O)C=CC=C4OC)O)OC5CC(C(C(O5)C)O)NC(=O)C(F)(F)F)O. Drug 2: CC1CCCC2(C(O2)CC(NC(=O)CC(C(C(=O)C(C1O)C)(C)C)O)C(=CC3=CSC(=N3)C)C)C. Cell line: UO-31. Synergy scores: CSS=35.4, Synergy_ZIP=-0.824, Synergy_Bliss=-2.44, Synergy_Loewe=-34.2, Synergy_HSA=0.321. (2) Drug 1: CC1=C2C(C(=O)C3(C(CC4C(C3C(C(C2(C)C)(CC1OC(=O)C(C(C5=CC=CC=C5)NC(=O)OC(C)(C)C)O)O)OC(=O)C6=CC=CC=C6)(CO4)OC(=O)C)O)C)O. Drug 2: CCN(CC)CCCC(C)NC1=C2C=C(C=CC2=NC3=C1C=CC(=C3)Cl)OC. Cell line: M14. Synergy scores: CSS=16.5, Synergy_ZIP=-6.23, Synergy_Bliss=-3.60, Synergy_Loewe=-6.50, Synergy_HSA=-3.47.